This data is from Catalyst prediction with 721,799 reactions and 888 catalyst types from USPTO. The task is: Predict which catalyst facilitates the given reaction. (1) Reactant: Br[C:2]1[C:7](=[O:8])[N:6]([CH:9]2[CH2:13][CH2:12][CH2:11][CH2:10]2)[CH:5]=[C:4]([C:14]([O:16][CH3:17])=[O:15])[CH:3]=1.[NH:18]1[CH:22]=[CH:21][CH:20]=[N:19]1.C([O-])([O-])=O.[K+].[K+]. Product: [CH:9]1([N:6]2[C:7](=[O:8])[C:2]([N:18]3[CH:22]=[CH:21][CH:20]=[N:19]3)=[CH:3][C:4]([C:14]([O:16][CH3:17])=[O:15])=[CH:5]2)[CH2:13][CH2:12][CH2:11][CH2:10]1. The catalyst class is: 432. (2) Reactant: [C:1]([C:4]1[C:5]([O:23][CH3:24])=[C:6]([CH:12]2[CH2:15][N:14]([C:16]([O:18][C:19]([CH3:22])([CH3:21])[CH3:20])=[O:17])[CH2:13]2)[C:7]([CH3:11])=[C:8]([Cl:10])[CH:9]=1)(=[O:3])[CH3:2].[BH4-].[Na+]. Product: [Cl:10][C:8]1[C:7]([CH3:11])=[C:6]([CH:12]2[CH2:13][N:14]([C:16]([O:18][C:19]([CH3:22])([CH3:21])[CH3:20])=[O:17])[CH2:15]2)[C:5]([O:23][CH3:24])=[C:4]([CH:1]([OH:3])[CH3:2])[CH:9]=1. The catalyst class is: 5. (3) Reactant: [C:1]([OH:6])(=O)[C:2]([CH3:4])=[O:3].[CH:7]1[CH:8]=[CH:9][C:10]2[N:15](O)N=[N:13][C:11]=2[CH:12]=1.C(Cl)CCl.C(N(CC)CC)C. Product: [C:1]([N:13]1[CH2:11][CH2:12][CH2:7][C@@H:8]1[CH2:9][C:10]#[N:15])(=[O:6])[C:2]([CH3:4])=[O:3]. The catalyst class is: 631. (4) Reactant: C([Li])CCC.[CH3:6][C:7]([C:11]#[CH:12])=[CH:8][CH2:9][OH:10].[CH:13]1([C:16]2[C:17](=[O:26])[CH2:18][C:19]([CH3:25])([CH3:24])[C:20](=[O:23])[C:21]=2[CH3:22])[CH2:15][CH2:14]1.[Cl-].[NH4+]. Product: [CH:13]1([C:16]2[C:17](=[O:26])[CH2:18][C:19]([CH3:25])([CH3:24])[C:20]([OH:23])([C:12]#[C:11]/[C:7](/[CH3:6])=[CH:8]\[CH2:9][OH:10])[C:21]=2[CH3:22])[CH2:14][CH2:15]1. The catalyst class is: 1. (5) Reactant: Cl[CH2:2][C:3]([NH:5][C:6]1[N:7]=[C:8]2[CH:13]=[CH:12][C:11]([O:14][C:15]3[CH:16]=[C:17]([NH:21][C:22](=[O:33])[C:23]4[CH:28]=[CH:27][CH:26]=[C:25]([C:29]([F:32])([F:31])[F:30])[CH:24]=4)[CH:18]=[CH:19][CH:20]=3)=[N:10][N:9]2[CH:34]=1)=[O:4].[CH3:35][NH2:36].CO. Product: [CH3:35][NH:36][CH2:2][C:3]([NH:5][C:6]1[N:7]=[C:8]2[CH:13]=[CH:12][C:11]([O:14][C:15]3[CH:16]=[C:17]([NH:21][C:22](=[O:33])[C:23]4[CH:28]=[CH:27][CH:26]=[C:25]([C:29]([F:32])([F:31])[F:30])[CH:24]=4)[CH:18]=[CH:19][CH:20]=3)=[N:10][N:9]2[CH:34]=1)=[O:4]. The catalyst class is: 10. (6) Reactant: [CH3:1][O:2][C:3]1[S:7][C:6]([CH2:8][CH2:9][C:10]2[NH:14][N:13]=[C:12]([NH2:15])[CH:11]=2)=[CH:5][CH:4]=1.Cl[C:17]1[CH:22]=[CH:21][N:20]=[C:19]([NH:23][CH2:24][C:25]2[O:29][N:28]=[C:27]([CH3:30])[CH:26]=2)[N:18]=1. Product: [CH3:1][O:2][C:3]1[S:7][C:6]([CH2:8][CH2:9][C:10]2[NH:14][N:13]=[C:12]([NH:15][C:17]3[CH:22]=[CH:21][N:20]=[C:19]([NH:23][CH2:24][C:25]4[O:29][N:28]=[C:27]([CH3:30])[CH:26]=4)[N:18]=3)[CH:11]=2)=[CH:5][CH:4]=1. The catalyst class is: 8. (7) Reactant: [Br:1][CH2:2][C:3]1[CH:10]=[CH:9][C:6]([CH:7]=O)=[CH:5][CH:4]=1.C([O-])(=O)C.[Na+].Cl.[NH2:17][OH:18]. Product: [Br:1][CH2:2][C:3]1[CH:10]=[CH:9][C:6]([CH:7]=[N:17][OH:18])=[CH:5][CH:4]=1. The catalyst class is: 1. (8) Reactant: [Na+].[Cl-].C[O:4][C:5]1[CH:6]=[CH:7][C:8]([CH2:12][CH2:13][CH2:14][C:15]2[CH:16]=[CH:17][C:18]([OH:21])=[CH:19][CH:20]=2)=[C:9]([OH:11])[CH:10]=1.[CH3:22]C(C)=CCC1C=C2C(=CC=1O)OC(C1C=C(O)C=C(O)C=1)=C2. Product: [CH3:22][O:11][C:9]1[CH:10]=[C:5]([OH:4])[CH:6]=[CH:7][C:8]=1[CH2:12][CH2:13][CH2:14][C:15]1[CH:16]=[CH:17][C:18]([OH:21])=[CH:19][CH:20]=1. The catalyst class is: 5.